The task is: Predict the reactants needed to synthesize the given product.. This data is from Full USPTO retrosynthesis dataset with 1.9M reactions from patents (1976-2016). (1) Given the product [OH:13][C:14]([CH3:51])([CH3:52])[CH2:15][O:16][C@H:17]1[CH2:22][CH2:21][C@H:20]([N:23]2[C:28](=[O:29])[C:27]([CH2:30][C:31]3[CH:36]=[CH:35][C:34]([C:37]4[CH:42]=[CH:41][CH:40]=[CH:39][C:38]=4[C:43]4[NH:3][C:4](=[O:7])[O:5][N:44]=4)=[CH:33][CH:32]=3)=[C:26]([CH2:45][CH2:46][CH3:47])[N:25]3[N:48]=[CH:49][CH:50]=[C:24]23)[CH2:19][CH2:18]1, predict the reactants needed to synthesize it. The reactants are: [Cl-].O[NH3+:3].[C:4](=[O:7])([O-])[OH:5].[Na+].CS(C)=O.[OH:13][C:14]([CH3:52])([CH3:51])[CH2:15][O:16][C@H:17]1[CH2:22][CH2:21][C@H:20]([N:23]2[C:28](=[O:29])[C:27]([CH2:30][C:31]3[CH:36]=[CH:35][C:34]([C:37]4[C:38]([C:43]#[N:44])=[CH:39][CH:40]=[CH:41][CH:42]=4)=[CH:33][CH:32]=3)=[C:26]([CH2:45][CH2:46][CH3:47])[N:25]3[N:48]=[CH:49][CH:50]=[C:24]23)[CH2:19][CH2:18]1. (2) The reactants are: [OH:1][C:2]1[CH:3]=[C:4]([CH:7]=[CH:8][C:9]=1[O:10][CH3:11])[CH:5]=[O:6].[I-].[K+].C(=O)([O-])[O-].[K+].[K+].[CH:20]1(Br)[CH2:24][CH2:23][CH2:22][CH2:21]1. Given the product [CH:20]1([O:1][C:2]2[CH:3]=[C:4]([CH:7]=[CH:8][C:9]=2[O:10][CH3:11])[CH:5]=[O:6])[CH2:24][CH2:23][CH2:22][CH2:21]1, predict the reactants needed to synthesize it. (3) Given the product [Cl:1][C:2]1[CH:7]=[C:6]([Cl:8])[CH:5]=[CH:4][C:3]=1/[CH:9]=[CH:10]\[CH:16]([S:17][CH:16](/[CH:10]=[CH:9]\[C:3]1[CH:4]=[CH:5][C:6]([Cl:8])=[CH:7][C:2]=1[Cl:1])[C:15]1[CH:18]=[CH:19][C:12]([F:11])=[CH:13][CH:14]=1)[C:15]1[CH:18]=[CH:19][C:12]([F:11])=[CH:13][CH:14]=1, predict the reactants needed to synthesize it. The reactants are: [Cl:1][C:2]1[CH:7]=[C:6]([Cl:8])[CH:5]=[CH:4][C:3]=1[C:9]#[CH:10].[F:11][C:12]1[CH:19]=[CH:18][C:15]([CH2:16][SH:17])=[CH:14][CH:13]=1.[Na]. (4) Given the product [Cl:14][CH:12]([CH3:13])[C:11]([NH:10][C:5]1[CH:6]=[CH:7][CH:8]=[CH:9][C:4]=1[C:3]([OH:16])=[O:2])=[O:15], predict the reactants needed to synthesize it. The reactants are: C[O:2][C:3](=[O:16])[C:4]1[CH:9]=[CH:8][CH:7]=[CH:6][C:5]=1[NH:10][C:11](=[O:15])[CH:12]([Cl:14])[CH3:13].[Li+].[OH-].O.Cl. (5) Given the product [C:1]([CH:3]1[CH2:8][CH2:7][CH2:6][N:5]([C:17]([O:19][CH3:20])=[O:18])[CH2:4]1)#[CH:2], predict the reactants needed to synthesize it. The reactants are: [C:1]([CH:3]1[CH2:8][CH2:7][CH2:6][NH:5][CH2:4]1)#[CH:2].C(N(CC)CC)C.Cl[C:17]([O:19][CH3:20])=[O:18]. (6) Given the product [NH2:15][CH2:16][C@H:17]1[CH2:18][CH2:19][C@H:20]([NH:23][S:24]([CH:27]([CH3:29])[CH3:28])(=[O:26])=[O:25])[CH2:21][CH2:22]1, predict the reactants needed to synthesize it. The reactants are: C(O)(C(F)(F)F)=O.C(OC([NH:15][CH2:16][C@H:17]1[CH2:22][CH2:21][C@H:20]([NH:23][S:24]([CH:27]([CH3:29])[CH3:28])(=[O:26])=[O:25])[CH2:19][CH2:18]1)=O)(C)(C)C. (7) Given the product [C:27]([CH:26]([CH2:30][CH3:31])[CH2:34][CH2:35][O:17][S:15]([C:14]1[C:8]2[CH:7]=[CH:6][C:5]3[NH+:4]=[C:3]([CH3:23])[C:2]([CH3:24])([CH3:1])[C:10]=3[C:9]=2[CH:11]=[C:12]([S:19]([O-:22])(=[O:21])=[O:20])[CH:13]=1)(=[O:18])=[O:16])([OH:29])=[O:28], predict the reactants needed to synthesize it. The reactants are: [CH3:1][C:2]1([CH3:24])[C:10]2[C:9]3[CH:11]=[C:12]([S:19]([O-:22])(=[O:21])=[O:20])[CH:13]=[C:14]([S:15]([O-:18])(=[O:17])=[O:16])[C:8]=3[CH:7]=[CH:6][C:5]=2[N:4]=[C:3]1[CH3:23].Br[CH:26]([CH2:30][CH2:31]CC)[C:27]([OH:29])=[O:28].[C:34](OCC)(=O)[CH3:35].